Dataset: Full USPTO retrosynthesis dataset with 1.9M reactions from patents (1976-2016). Task: Predict the reactants needed to synthesize the given product. (1) Given the product [CH2:7]([O:9][C:10](=[O:38])[CH2:11][O:12][C:13]1[CH:18]=[CH:17][C:16]([S:19][CH2:20][CH:21]=[C:22]([C:30]2[CH:35]=[CH:34][C:33]([C:2]#[C:1][Si:3]([CH3:6])([CH3:5])[CH3:4])=[CH:32][CH:31]=2)[C:23]2[CH:28]=[CH:27][C:26]([C:2]#[C:1][Si:3]([CH3:6])([CH3:5])[CH3:4])=[CH:25][CH:24]=2)=[CH:15][C:14]=1[CH3:37])[CH3:8], predict the reactants needed to synthesize it. The reactants are: [C:1]([Si:3]([CH3:6])([CH3:5])[CH3:4])#[CH:2].[CH2:7]([O:9][C:10](=[O:38])[CH2:11][O:12][C:13]1[CH:18]=[CH:17][C:16]([S:19][CH2:20][CH:21]=[C:22]([C:30]2[CH:35]=[CH:34][C:33](I)=[CH:32][CH:31]=2)[C:23]2[CH:28]=[CH:27][C:26](I)=[CH:25][CH:24]=2)=[CH:15][C:14]=1[CH3:37])[CH3:8]. (2) The reactants are: [Cl:1][C:2]1[C:3]([CH:31]=O)=[C:4]([C:27]([F:30])([F:29])[F:28])[CH:5]=[C:6]2[C:11]=1[NH:10][C:9](=[O:12])[N:8]([CH2:13][C:14]1[CH:19]=[C:18]([Cl:20])[CH:17]=[CH:16][C:15]=1[S:21]([CH2:24][CH3:25])(=[O:23])=[O:22])[C:7]2=[O:26].[C:33]([O:37][C:38](=[O:46])[N:39]([CH3:45])[C@H:40]1[CH2:44][CH2:43][NH:42][CH2:41]1)([CH3:36])([CH3:35])[CH3:34]. Given the product [C:33]([O:37][C:38](=[O:46])[N:39]([C@H:40]1[CH2:44][CH2:43][N:42]([CH2:31][C:3]2[C:2]([Cl:1])=[C:11]3[C:6]([C:7](=[O:26])[N:8]([CH2:13][C:14]4[CH:19]=[C:18]([Cl:20])[CH:17]=[CH:16][C:15]=4[S:21]([CH2:24][CH3:25])(=[O:22])=[O:23])[C:9](=[O:12])[NH:10]3)=[CH:5][C:4]=2[C:27]([F:29])([F:30])[F:28])[CH2:41]1)[CH3:45])([CH3:36])([CH3:35])[CH3:34], predict the reactants needed to synthesize it. (3) Given the product [C:1]1([C:7]2[CH2:8][CH:20]3[CH:21]([CH2:10][C:9]=2[C:11]2[CH:12]=[CH:13][CH:14]=[CH:15][CH:16]=2)[C:17](=[O:22])[CH2:18][CH2:19]3)[CH:6]=[CH:5][CH:4]=[CH:3][CH:2]=1, predict the reactants needed to synthesize it. The reactants are: [C:1]1([C:7]([C:9]([C:11]2[CH:16]=[CH:15][CH:14]=[CH:13][CH:12]=2)=[CH2:10])=[CH2:8])[CH:6]=[CH:5][CH:4]=[CH:3][CH:2]=1.[C:17]1(=[O:22])[CH2:21][CH2:20][CH:19]=[CH:18]1. (4) The reactants are: [F:1][C:2]1[CH:7]=[CH:6][C:5]([CH:8]([C:14]2[CH:19]=[CH:18][C:17]([F:20])=[CH:16][CH:15]=2)[S:9][CH2:10][C:11]([OH:13])=O)=[CH:4][CH:3]=1.[CH2:21]([NH2:25])[CH2:22][CH2:23][CH3:24]. Given the product [F:20][C:17]1[CH:18]=[CH:19][C:14]([CH:8]([C:5]2[CH:4]=[CH:3][C:2]([F:1])=[CH:7][CH:6]=2)[S:9][CH2:10][C:11]([NH:25][CH2:21][CH2:22][CH2:23][CH3:24])=[O:13])=[CH:15][CH:16]=1, predict the reactants needed to synthesize it.